This data is from Full USPTO retrosynthesis dataset with 1.9M reactions from patents (1976-2016). The task is: Predict the reactants needed to synthesize the given product. (1) The reactants are: [C:1]1(=[O:8])[O:7][C:5](=[O:6])[CH2:4][CH2:3][CH2:2]1.[NH2:9][C:10]1[CH:15]=[CH:14][C:13]([C:16]#[CH:17])=[CH:12][CH:11]=1. Given the product [C:16]([C:13]1[CH:14]=[CH:15][C:10]([NH:9][C:5]([CH2:4][CH2:3][CH2:2][C:1]([OH:7])=[O:8])=[O:6])=[CH:11][CH:12]=1)#[CH:17], predict the reactants needed to synthesize it. (2) Given the product [OH:24][C:21]1[CH:22]=[CH:23][C:18]([C:15]2[CH:16]=[CH:17][C:12]([O:11][CH:10]([CH2:9][OH:8])[CH2:25][OH:26])=[CH:13][CH:14]=2)=[CH:19][CH:20]=1, predict the reactants needed to synthesize it. The reactants are: C([O:8][CH2:9][CH:10]([CH2:25][O:26]CC1C=CC=CC=1)[O:11][C:12]1[CH:17]=[CH:16][C:15]([C:18]2[CH:23]=[CH:22][C:21]([OH:24])=[CH:20][CH:19]=2)=[CH:14][CH:13]=1)C1C=CC=CC=1.C. (3) The reactants are: [CH3:1][O:2][CH2:3][C:4]1[C:8]([C:9]([O:11][CH3:12])=[O:10])=[CH:7][NH:6][N:5]=1.Cl[C:14]1[CH:19]=[C:18]([C:20]([F:23])([F:22])[F:21])[CH:17]=[CH:16][N:15]=1.C(=O)([O-])[O-].[K+].[K+]. Given the product [CH3:1][O:2][CH2:3][C:4]1[C:8]([C:9]([O:11][CH3:12])=[O:10])=[CH:7][N:6]([C:14]2[CH:19]=[C:18]([C:20]([F:23])([F:22])[F:21])[CH:17]=[CH:16][N:15]=2)[N:5]=1, predict the reactants needed to synthesize it. (4) Given the product [C:28]([C:32]1[CH:33]=[CH:34][C:35]([CH2:38][NH:39][C:40](=[O:41])[NH:42][CH2:43][C:44]2[CH:49]=[C:48]([CH:50]=[CH2:51])[C:47]([NH:52][S:53]([CH3:56])(=[O:55])=[O:54])=[C:46]([CH3:57])[CH:45]=2)=[CH:36][CH:37]=1)([CH3:31])([CH3:29])[CH3:30], predict the reactants needed to synthesize it. The reactants are: C(C1C=CC(CN)=CC=1)(C)(C)C.O(C(OC(C)(C)C)=O)C(OC(C)(C)C)=O.[C:28]([C:32]1[CH:37]=[CH:36][C:35]([CH2:38][N:39]=[C:40]=[O:41])=[CH:34][CH:33]=1)([CH3:31])([CH3:30])[CH3:29].[NH2:42][CH2:43][C:44]1[CH:49]=[C:48]([CH:50]=[CH2:51])[C:47]([NH:52][S:53]([CH3:56])(=[O:55])=[O:54])=[C:46]([CH3:57])[CH:45]=1. (5) Given the product [NH2:21][C:19]1[S:20][C:15]([CH2:14][N:5]2[C:4](=[O:3])[C:12]3[C:7](=[CH:8][CH:9]=[CH:10][CH:11]=3)[C:6]2=[O:13])=[CH:16][N:18]=1, predict the reactants needed to synthesize it. The reactants are: BrBr.[O:3]=[C:4]1[C:12]2[C:7](=[CH:8][CH:9]=[CH:10][CH:11]=2)[C:6](=[O:13])[N:5]1[CH2:14][CH2:15][CH:16]=O.[NH2:18][C:19]([NH2:21])=[S:20]. (6) Given the product [CH:30]1([C:33]([NH:28][C:24]2[CH:23]=[CH:22][CH:21]=[C:20]3[C:25]=2[C:26](=[O:27])[N:18]([CH:12]([C:6]2[CH:7]=[CH:8][C:9]([O:10][CH3:11])=[C:4]([O:3][CH2:1][CH3:2])[CH:5]=2)[CH2:13][S:14]([CH3:17])(=[O:16])=[O:15])[C:19]3=[O:29])=[O:34])[CH2:32][CH2:31]1, predict the reactants needed to synthesize it. The reactants are: [CH2:1]([O:3][C:4]1[CH:5]=[C:6]([CH:12]([N:18]2[C:26](=[O:27])[C:25]3[C:20](=[CH:21][CH:22]=[CH:23][C:24]=3[NH2:28])[C:19]2=[O:29])[CH2:13][S:14]([CH3:17])(=[O:16])=[O:15])[CH:7]=[CH:8][C:9]=1[O:10][CH3:11])[CH3:2].[CH:30]1([C:33](Cl)=[O:34])[CH2:32][CH2:31]1.CO.O. (7) Given the product [CH3:1][O:2][CH2:3][O:4][C:5]1[CH:6]=[CH:7][C:8](/[CH:11]=[CH:12]/[C:13]([NH:46][CH2:37][CH2:38][CH2:39][CH2:40][CH2:41][CH2:42][CH2:43][CH2:44][CH3:45])=[O:15])=[CH:9][CH:10]=1, predict the reactants needed to synthesize it. The reactants are: [CH3:1][O:2][CH2:3][O:4][C:5]1[CH:10]=[CH:9][C:8](/[CH:11]=[CH:12]/[C:13]([OH:15])=O)=[CH:7][CH:6]=1.CCN=C=NCCCN(C)C.C1C=CC2N(O)N=NC=2C=1.[CH2:37]([NH2:46])[CH2:38][CH2:39][CH2:40][CH2:41][CH2:42][CH2:43][CH2:44][CH3:45].